Dataset: Full USPTO retrosynthesis dataset with 1.9M reactions from patents (1976-2016). Task: Predict the reactants needed to synthesize the given product. (1) The reactants are: COC(C1C=C(NS(C2C=CC(C)=CC=2)(=O)=O)C2C(=C(OCC3C=CC=CC=3)C=CC=2)N=1)=O.[CH3:34][O:35][C:36]([C:38]1[C:47]([C:48]#[C:49][C:50]2[CH:55]=[CH:54][CH:53]=[CH:52][CH:51]=2)=[C:46]([OH:56])[C:45]2[C:40](=[C:41]([N+:57]([O-])=O)[CH:42]=[CH:43][CH:44]=2)[N:39]=1)=[O:37]. Given the product [CH3:34][O:35][C:36]([C:38]1[C:47]([CH2:48][CH2:49][C:50]2[CH:55]=[CH:54][CH:53]=[CH:52][CH:51]=2)=[C:46]([OH:56])[C:45]2[C:40](=[C:41]([NH2:57])[CH:42]=[CH:43][CH:44]=2)[N:39]=1)=[O:37], predict the reactants needed to synthesize it. (2) Given the product [O:1]1[C:5]([C:6]2[S:7][CH:8]=[C:9]([CH2:11][OH:12])[N:10]=2)=[CH:4][N:3]=[CH:2]1, predict the reactants needed to synthesize it. The reactants are: [O:1]1[C:5]([C:6]2[S:7][CH:8]=[C:9]([C:11](OCC)=[O:12])[N:10]=2)=[CH:4][N:3]=[CH:2]1.[BH4-].[Li+]. (3) Given the product [CH3:15][C:4]1[CH:3]=[C:2]([N:24]2[CH2:25][CH2:26][CH:22]([C:16]3[CH:21]=[CH:20][CH:19]=[CH:18][CH:17]=3)[CH2:23]2)[C:11]2[C:6](=[CH:7][CH:8]=[C:9]([N+:12]([O-:14])=[O:13])[CH:10]=2)[N:5]=1, predict the reactants needed to synthesize it. The reactants are: Cl[C:2]1[C:11]2[C:6](=[CH:7][CH:8]=[C:9]([N+:12]([O-:14])=[O:13])[CH:10]=2)[N:5]=[C:4]([CH3:15])[CH:3]=1.[C:16]1([CH:22]2[CH2:26][CH2:25][NH:24][CH2:23]2)[CH:21]=[CH:20][CH:19]=[CH:18][CH:17]=1.C(N(C(C)C)CC)(C)C. (4) Given the product [Cl:57][C:58]1[CH:59]=[CH:60][C:61]([C:62]([O:64][CH3:65])=[O:63])=[C:66]([S:53][C:50]2[CH:51]=[CH:52][C:47]([CH2:46][C@H:45]([NH:44][C:42](=[O:43])[C:41]([F:40])([F:55])[F:56])[CH3:54])=[CH:48][CH:49]=2)[CH:67]=1, predict the reactants needed to synthesize it. The reactants are: C1(P(C2C=CC=CC=2)C2C=CC=CC=2OC2C=CC=CC=2P(C2C=CC=CC=2)C2C=CC=CC=2)C=CC=CC=1.[F:40][C:41]([F:56])([F:55])[C:42]([NH:44][C@H:45]([CH3:54])[CH2:46][C:47]1[CH:52]=[CH:51][C:50]([SH:53])=[CH:49][CH:48]=1)=[O:43].[Cl:57][C:58]1[CH:67]=[CH:66][C:61]([C:62]([O:64][CH3:65])=[O:63])=[C:60](OS(C(F)(F)F)(=O)=O)[CH:59]=1.CC(C)([O-])C.[K+].